Dataset: Reaction yield outcomes from USPTO patents with 853,638 reactions. Task: Predict the reaction yield, written as a fraction of the theoretical maximum amount of product (1.0 means a 100% yield; for example, 0.34 means a 34% yield). (1) The reactants are [C:1]([O:5][C:6](=[O:19])[NH:7][C:8]1[CH:9]=[C:10]2[C:14](=[CH:15][CH:16]=1)[CH2:13][C@H:12]([CH2:17][OH:18])[CH2:11]2)([CH3:4])([CH3:3])[CH3:2].[C:20]1([CH3:30])[CH:25]=[CH:24][C:23]([S:26](Cl)(=[O:28])=[O:27])=[CH:22][CH:21]=1. The catalyst is C(Cl)Cl.CN(C1C=CN=CC=1)C. The product is [C:1]([O:5][C:6]([NH:7][C:8]1[CH:9]=[C:10]2[C:14](=[CH:15][CH:16]=1)[CH2:13][C@H:12]([CH2:17][O:18][S:26]([C:23]1[CH:24]=[CH:25][C:20]([CH3:30])=[CH:21][CH:22]=1)(=[O:28])=[O:27])[CH2:11]2)=[O:19])([CH3:4])([CH3:2])[CH3:3]. The yield is 0.860. (2) The reactants are F[C:2]1[CH:7]=[CH:6][C:5]([N+:8]([O-:10])=[O:9])=[CH:4][CH:3]=1.[F:11][C:12]1[CH:17]=[CH:16][C:15]([OH:18])=[CH:14][CH:13]=1.C(=O)([O-])[O-].[K+].[K+]. The catalyst is CN(C)C=O. The product is [F:11][C:12]1[CH:17]=[CH:16][C:15]([O:18][C:2]2[CH:7]=[CH:6][C:5]([N+:8]([O-:10])=[O:9])=[CH:4][CH:3]=2)=[CH:14][CH:13]=1. The yield is 0.970. (3) The yield is 0.720. The reactants are [CH:1]([C:4]1[CH:9]=[C:8]([O:10][CH3:11])[C:7]([C:12]2[N:13]=[CH:14][S:15][CH:16]=2)=[CH:6][C:5]=1[OH:17])([CH3:3])[CH3:2].Br[CH2:19][C:20]#[N:21].C([O-])([O-])=O.[K+].[K+]. The product is [CH:1]([C:4]1[CH:9]=[C:8]([O:10][CH3:11])[C:7]([C:12]2[N:13]=[CH:14][S:15][CH:16]=2)=[CH:6][C:5]=1[O:17][CH2:19][C:20]#[N:21])([CH3:3])[CH3:2]. The catalyst is C(#N)C. (4) The product is [Cl:1][C:2]1[N:7]=[C:6]([NH:10][CH:11]2[CH2:12][CH2:13][C:14]3([CH2:19][CH2:18][N:17]([C:20]([O:22][C:23]([CH3:24])([CH3:25])[CH3:26])=[O:21])[CH2:16][CH2:15]3)[CH2:27][CH2:28]2)[C:5]([CH3:9])=[CH:4][N:3]=1. The reactants are [Cl:1][C:2]1[N:7]=[C:6](Cl)[C:5]([CH3:9])=[CH:4][N:3]=1.[NH2:10][CH:11]1[CH2:28][CH2:27][C:14]2([CH2:19][CH2:18][N:17]([C:20]([O:22][C:23]([CH3:26])([CH3:25])[CH3:24])=[O:21])[CH2:16][CH2:15]2)[CH2:13][CH2:12]1.CCN(CC)CC. The yield is 0.240. The catalyst is CCO. (5) The reactants are [F:1][C:2]([F:7])([F:6])[C:3]([OH:5])=[O:4].[CH2:8]([S:10]([N:13]1[CH2:18][CH2:17][CH:16]([C:19]2[C:27]3[C:22](=[C:23]([C:42]([NH2:44])=[O:43])[CH:24]=[C:25]([C:28]4[CH:33]=[CH:32][CH:31]=[C:30]([CH2:34][NH:35][CH2:36][C:37]5S[CH:39]=[CH:40][CH:41]=5)[CH:29]=4)[CH:26]=3)[NH:21][CH:20]=2)[CH2:15][CH2:14]1)(=[O:12])=[O:11])[CH3:9].S1C=CC=C1CN. No catalyst specified. The product is [F:1][C:2]([F:7])([F:6])[C:3]([OH:5])=[O:4].[CH2:8]([S:10]([N:13]1[CH2:18][CH2:17][CH:16]([C:19]2[C:27]3[C:22](=[C:23]([C:42]([NH2:44])=[O:43])[CH:24]=[C:25]([C:28]4[CH:33]=[CH:32][CH:31]=[C:30]([CH2:34][NH:35][CH2:36][C@@H:37]5[CH2:41][CH2:40][CH2:39][O:4]5)[CH:29]=4)[CH:26]=3)[NH:21][CH:20]=2)[CH2:15][CH2:14]1)(=[O:11])=[O:12])[CH3:9]. The yield is 0.747. (6) The reactants are [CH3:1][O:2][C:3]([C:5]1[CH:6]=[C:7](B(O)O)[CH:8]=[CH:9][CH:10]=1)=[O:4].Br[C:15]1[CH:20]=[CH:19][CH:18]=[CH:17][N:16]=1.C([O-])([O-])=O.[K+].[K+]. The catalyst is O1CCOCC1.O.C1C=CC(P(C2C=CC=CC=2)[C-]2C=CC=C2)=CC=1.C1C=CC(P(C2C=CC=CC=2)[C-]2C=CC=C2)=CC=1.Cl[Pd]Cl.[Fe+2]. The product is [N:16]1[CH:17]=[CH:18][CH:19]=[CH:20][C:15]=1[C:7]1[CH:6]=[C:5]([CH:10]=[CH:9][CH:8]=1)[C:3]([O:2][CH3:1])=[O:4]. The yield is 0.740. (7) The yield is 0.730. The product is [C:11]([C:6]1[CH:5]=[C:4]2[C:9](=[CH:8][CH:7]=1)[NH:1][C:2](=[O:10])[CH2:3]2)(=[O:13])[CH3:12]. The reactants are [NH:1]1[C:9]2[C:4](=[CH:5][CH:6]=[CH:7][CH:8]=2)[CH2:3][C:2]1=[O:10].[C:11](Cl)(=[O:13])[CH3:12].O. The catalyst is ClCCCl. (8) The reactants are [CH3:1][NH:2][CH2:3][C:4]1[CH:5]=[CH:6][CH:7]=[C:8]2[C:12]=1[N:11]([CH3:13])[CH:10]=[CH:9]2.Cl.Cl.[CH3:16][N:17]1[CH2:23][C:22]2[CH:24]=[C:25](/[CH:28]=[CH:29]/[C:30](O)=[O:31])[CH:26]=[N:27][C:21]=2[NH:20][C:19](=[O:33])[CH2:18]1.C1C=CC2N(O)N=NC=2C=1.C(N(C(C)C)CC)(C)C.CCN=C=NCCCN(C)C.Cl. The catalyst is CN(C=O)C.O. The product is [CH3:1][N:2]([CH2:3][C:4]1[CH:5]=[CH:6][CH:7]=[C:8]2[C:12]=1[N:11]([CH3:13])[CH:10]=[CH:9]2)[C:30](=[O:31])/[CH:29]=[CH:28]/[C:25]1[CH:26]=[N:27][C:21]2[NH:20][C:19](=[O:33])[CH2:18][N:17]([CH3:16])[CH2:23][C:22]=2[CH:24]=1. The yield is 0.500.